This data is from HIV replication inhibition screening data with 41,000+ compounds from the AIDS Antiviral Screen. The task is: Binary Classification. Given a drug SMILES string, predict its activity (active/inactive) in a high-throughput screening assay against a specified biological target. (1) The drug is CC(=O)CCCC(CC(C)O)[Si](C)(C)C. The result is 0 (inactive). (2) The compound is COP(=O)(OC)N(C)[Si](C)(C)C. The result is 0 (inactive). (3) The compound is COc1ccc(-n2c(SCC(=O)NC(=O)Nc3ccccc3)nc3c(Br)cc(Br)cc3c2=O)cc1. The result is 0 (inactive).